This data is from M1 muscarinic receptor agonist screen with 61,833 compounds. The task is: Binary Classification. Given a drug SMILES string, predict its activity (active/inactive) in a high-throughput screening assay against a specified biological target. (1) The compound is O1C(CCC1)CNC(=O)c1c(n(CC(C)C)c2nc3c(nc12)cccc3)N. The result is 0 (inactive). (2) The compound is Clc1cc(S(=O)(=O)N(CC(=O)NC)C)ccc1OC. The result is 0 (inactive). (3) The result is 0 (inactive). The compound is O(c1c(c(ccc1)C)C)CC(=O)NCc1ccncc1.